Dataset: Full USPTO retrosynthesis dataset with 1.9M reactions from patents (1976-2016). Task: Predict the reactants needed to synthesize the given product. (1) Given the product [CH2:1]([O:3][C:4](=[O:29])[CH2:5][N:6]([CH2:23][C:24]([O:26][CH2:27][CH3:28])=[O:25])[C:7]1[CH:12]=[C:11]([CH2:13][CH2:14][C:15]([OH:17])=[O:16])[CH:10]=[CH:9][C:8]=1[CH3:22])[CH3:2], predict the reactants needed to synthesize it. The reactants are: [CH2:1]([O:3][C:4](=[O:29])[CH2:5][N:6]([CH2:23][C:24]([O:26][CH2:27][CH3:28])=[O:25])[C:7]1[CH:12]=[C:11]([CH2:13][CH2:14][C:15]([O:17]C(C)(C)C)=[O:16])[CH:10]=[CH:9][C:8]=1[CH3:22])[CH3:2].Cl.O1CCOCC1. (2) Given the product [Cl:1][C:2]1[C:11]2[C:6](=[C:7]([S:30][CH2:27][CH2:28][CH3:29])[C:8]([F:12])=[CH:9][CH:10]=2)[CH:5]=[CH:4][N:3]=1, predict the reactants needed to synthesize it. The reactants are: [Cl:1][C:2]1[C:11]2[C:6](=[CH:7][C:8]([F:12])=[CH:9][CH:10]=2)[CH:5]=[CH:4][N:3]=1.[Li+].CC([N-]C(C)C)C.C1CCCCC1.[CH2:27]([S:30][S:30][CH2:27][CH2:28][CH3:29])[CH2:28][CH3:29].